This data is from Reaction yield outcomes from USPTO patents with 853,638 reactions. The task is: Predict the reaction yield, written as a fraction of the theoretical maximum amount of product (1.0 means a 100% yield; for example, 0.34 means a 34% yield). The reactants are [C:1]([O:6][CH2:7][CH3:8])(=[O:5])[CH:2]([CH3:4])[CH3:3].CN1[C:15](=[O:16])N(C)CCC1.[Li+].CC([N-][CH:23]([CH3:25])[CH3:24])C.Br[CH2:27][C:28]1[CH:33]=[CH:32][C:31]([C:34]([C:36]2[CH:41]=[CH:40][C:39]([CH2:42]Br)=[CH:38][CH:37]=2)=[O:35])=[CH:30][CH:29]=1.C1C[O:47][CH2:46][CH2:45]1. No catalyst specified. The product is [CH2:46]([O:47][C:15](=[O:16])[C:23]([CH3:24])([CH3:25])[CH2:27][C:28]1[CH:33]=[CH:32][C:31]([C:34](=[O:35])[C:36]2[CH:41]=[CH:40][C:39]([CH2:42][C:2]([C:1]([O:6][CH2:7][CH3:8])=[O:5])([CH3:4])[CH3:3])=[CH:38][CH:37]=2)=[CH:30][CH:29]=1)[CH3:45]. The yield is 0.340.